From a dataset of Full USPTO retrosynthesis dataset with 1.9M reactions from patents (1976-2016). Predict the reactants needed to synthesize the given product. The reactants are: [OH:1][C:2]1[CH:3]=[C:4]([CH2:11][C:12]([OH:14])=[O:13])[CH:5]=[CH:6][C:7]=1[N+:8]([O-:10])=[O:9].[CH2:15](O)[CH3:16]. Given the product [OH:1][C:2]1[CH:3]=[C:4]([CH2:11][C:12]([O:14][CH2:15][CH3:16])=[O:13])[CH:5]=[CH:6][C:7]=1[N+:8]([O-:10])=[O:9], predict the reactants needed to synthesize it.